Dataset: Reaction yield outcomes from USPTO patents with 853,638 reactions. Task: Predict the reaction yield, written as a fraction of the theoretical maximum amount of product (1.0 means a 100% yield; for example, 0.34 means a 34% yield). (1) The reactants are I[C:2]1[CH:7]=[CH:6][C:5]([O:8][CH:9]2[CH2:14][CH2:13][N:12]([C:15]([O:17][C:18]([CH3:21])([CH3:20])[CH3:19])=[O:16])[CH2:11][CH2:10]2)=[CH:4][CH:3]=1.C([Li])CCC.[CH2:27]([O:34][C:35]([N:37]1[CH2:42][CH2:41][C:40](=[O:43])[CH2:39][CH2:38]1)=[O:36])[C:28]1[CH:33]=[CH:32][CH:31]=[CH:30][CH:29]=1.[Cl-].[NH4+]. The catalyst is C1COCC1. The product is [CH3:19][C:18]([O:17][C:15]([N:12]1[CH2:13][CH2:14][CH:9]([O:8][C:5]2[CH:6]=[CH:7][C:2]([C:40]3([OH:43])[CH2:39][CH2:38][N:37]([C:35]([O:34][CH2:27][C:28]4[CH:33]=[CH:32][CH:31]=[CH:30][CH:29]=4)=[O:36])[CH2:42][CH2:41]3)=[CH:3][CH:4]=2)[CH2:10][CH2:11]1)=[O:16])([CH3:21])[CH3:20]. The yield is 0.560. (2) The reactants are [CH:1]1([CH2:4][O:5][C:6]2[CH:7]=[C:8]([CH:13]=[CH:14][C:15]=2[O:16][S:17]([CH2:20][CH2:21][N:22]([CH3:24])[CH3:23])(=[O:19])=[O:18])[C:9]([O:11]C)=[O:10])[CH2:3][CH2:2]1.[Li+].[OH-].Cl. The catalyst is C1COCC1. The product is [CH:1]1([CH2:4][O:5][C:6]2[CH:7]=[C:8]([CH:13]=[CH:14][C:15]=2[O:16][S:17]([CH2:20][CH2:21][N:22]([CH3:24])[CH3:23])(=[O:19])=[O:18])[C:9]([OH:11])=[O:10])[CH2:3][CH2:2]1. The yield is 0.260. (3) The yield is 0.420. The reactants are [Br:1][C:2]1[CH:11]=[C:10]2[C:5]([CH:6]=[CH:7][C:8]([C@H:12]([NH:14][C:15]([C@@H:17]3[CH2:22][CH2:21][CH2:20][N:19]([C:23](=[O:43])[C@@H:24]([NH:26][C:27](=[O:42])[C@@H:28]([NH:32][C:33](=[O:41])[C:34]([CH2:38][CH2:39]O)([CH3:37])[CH:35]=[CH2:36])[CH:29]([CH3:31])[CH3:30])[CH3:25])[NH:18]3)=[O:16])[CH3:13])=[N:9]2)=[CH:4][CH:3]=1.C1(C)C=CC(S(Cl)(=O)=O)=CC=1. The catalyst is CN(C)C1C=CN=CC=1.ClCCl. The product is [Br:1][C:2]1[CH:11]=[C:10]2[C:5]([CH:6]=[CH:7][C:8]([C@H:12]([NH:14][C:15]([C@@H:17]3[CH2:22][CH2:21][CH2:20][N:19]([C:23](=[O:43])[C@@H:24]([NH:26][C:27](=[O:42])[C@@H:28]([N:32]4[CH2:36][CH2:35][C:34]([CH3:37])([CH:38]=[CH2:39])[C:33]4=[O:41])[CH:29]([CH3:31])[CH3:30])[CH3:25])[NH:18]3)=[O:16])[CH3:13])=[N:9]2)=[CH:4][CH:3]=1. (4) The reactants are [OH:1][CH2:2][C:3]([NH:5][NH2:6])=[O:4].[CH3:7][N:8]=[C:9]=[S:10]. The catalyst is CCO. The product is [OH:1][CH2:2][C:3]([NH:5][NH:6][C:9]([SH:10])=[N:8][CH3:7])=[O:4]. The yield is 1.00.